This data is from Full USPTO retrosynthesis dataset with 1.9M reactions from patents (1976-2016). The task is: Predict the reactants needed to synthesize the given product. (1) Given the product [CH2:3]([O:6][CH2:8][C:9]1[CH:18]=[CH:17][C:12]([C:13]([OH:15])=[O:14])=[CH:11][CH:10]=1)[CH2:4][CH3:5], predict the reactants needed to synthesize it. The reactants are: [H-].[Na+].[CH2:3]([OH:6])[CH2:4][CH3:5].Br[CH2:8][C:9]1[CH:18]=[CH:17][C:12]([C:13]([O:15]C)=[O:14])=[CH:11][CH:10]=1. (2) The reactants are: CCN(S(F)(F)[F:7])CC.[Br:10][C:11]1[CH:12]=[CH:13][C:14]([O:20][CH:21]([F:23])[F:22])=[C:15]([CH2:17][CH2:18]O)[CH:16]=1. Given the product [Br:10][C:11]1[CH:12]=[CH:13][C:14]([O:20][CH:21]([F:23])[F:22])=[C:15]([CH2:17][CH2:18][F:7])[CH:16]=1, predict the reactants needed to synthesize it.